Dataset: Reaction yield outcomes from USPTO patents with 853,638 reactions. Task: Predict the reaction yield, written as a fraction of the theoretical maximum amount of product (1.0 means a 100% yield; for example, 0.34 means a 34% yield). (1) The product is [CH3:13][O:12][C:7]1[C:8]([O:10][CH3:11])=[CH:9][C:4]([CH2:3][O:2][C:1]([N:28]([CH3:29])[C@@H:24]([CH2:23][S:22][S:21][CH2:19][CH3:20])[C:25]([OH:27])=[O:26])=[O:17])=[C:5]([N+:14]([O-:16])=[O:15])[CH:6]=1. The reactants are [C:1](Cl)(=[O:17])[O:2][CH2:3][C:4]1[CH:9]=[C:8]([O:10][CH3:11])[C:7]([O:12][CH3:13])=[CH:6][C:5]=1[N+:14]([O-:16])=[O:15].[CH2:19]([S:21][S:22][CH2:23][C@H:24]([NH:28][CH3:29])[C:25]([OH:27])=[O:26])[CH3:20].C(=O)([O-])[O-].[Na+].[Na+].[Cl-].[NH4+]. The yield is 0.930. The catalyst is O1CCOCC1.O. (2) The reactants are [CH2:1]([N:3]1[C:7]([OH:8])=[CH:6][C:5]([C:9]([F:12])([F:11])[F:10])=[N:4]1)[CH3:2].CCN(C(C)C)C(C)C.[F:22][C:23]([F:36])([F:35])[S:24](O[S:24]([C:23]([F:36])([F:35])[F:22])(=[O:26])=[O:25])(=[O:26])=[O:25].[Cl-].[NH4+]. The catalyst is C(Cl)Cl. The product is [F:22][C:23]([F:36])([F:35])[S:24]([O:8][C:7]1[N:3]([CH2:1][CH3:2])[N:4]=[C:5]([C:9]([F:10])([F:12])[F:11])[CH:6]=1)(=[O:26])=[O:25]. The yield is 0.800. (3) The reactants are [NH:1]1[C:9]2[C:4](=[CH:5][CH:6]=[CH:7][CH:8]=2)[CH2:3][C:2]1=[O:10].[Cl-].[Al+3].[Cl-].[Cl-].[Cl:15][CH2:16][C:17](Cl)=[O:18].Cl. The catalyst is ClC(Cl)C.C(OCC)(=O)C. The product is [Cl:15][CH2:16][C:17]([C:6]1[CH:5]=[C:4]2[C:9](=[CH:8][CH:7]=1)[NH:1][C:2](=[O:10])[CH2:3]2)=[O:18]. The yield is 0.980. (4) The product is [F:1][C:2]1[CH:3]=[C:4]2[C:9](=[CH:10][CH:11]=1)[N:8]=[C:7]([O:12][CH3:13])[C:6]([NH:14][C:15]([N:29]1[CH2:30][CH2:31][N:26]([C:21]3[N:20]=[CH:25][CH:24]=[CH:23][N:22]=3)[CH2:27][CH2:28]1)=[O:19])=[N:5]2. The yield is 0.710. The reactants are [F:1][C:2]1[CH:3]=[C:4]2[C:9](=[CH:10][CH:11]=1)[N:8]=[C:7]([O:12][CH3:13])[C:6]([NH:14][C:15](=[O:19])OCC)=[N:5]2.[N:20]1[CH:25]=[CH:24][CH:23]=[N:22][C:21]=1[N:26]1[CH2:31][CH2:30][NH:29][CH2:28][CH2:27]1. No catalyst specified.